Dataset: Catalyst prediction with 721,799 reactions and 888 catalyst types from USPTO. Task: Predict which catalyst facilitates the given reaction. Reactant: [CH:1]1([CH2:4][NH:5][C:6]2([CH2:9][O:10][C:11]3[CH:20]=[C:19]4[C:14]([C:15]([O:21][C:22]5[CH:23]=[C:24]6[C:29](=[CH:30][CH:31]=5)[C:28]([C:32]([NH:34][CH3:35])=[O:33])=[CH:27][CH:26]=[CH:25]6)=[CH:16][CH:17]=[N:18]4)=[CH:13][C:12]=3[O:36][CH3:37])[CH2:8][CH2:7]2)[CH2:3][CH2:2]1.C=O.[BH-](OC(C)=O)(OC(C)=O)O[C:42](C)=O.[Na+]. Product: [CH:1]1([CH2:4][N:5]([CH3:42])[C:6]2([CH2:9][O:10][C:11]3[CH:20]=[C:19]4[C:14]([C:15]([O:21][C:22]5[CH:23]=[C:24]6[C:29](=[CH:30][CH:31]=5)[C:28]([C:32]([NH:34][CH3:35])=[O:33])=[CH:27][CH:26]=[CH:25]6)=[CH:16][CH:17]=[N:18]4)=[CH:13][C:12]=3[O:36][CH3:37])[CH2:7][CH2:8]2)[CH2:3][CH2:2]1. The catalyst class is: 2.